Dataset: Full USPTO retrosynthesis dataset with 1.9M reactions from patents (1976-2016). Task: Predict the reactants needed to synthesize the given product. (1) Given the product [C:34]([OH:39])(=[O:38])[C:35]([OH:37])=[O:36].[NH2:19][C@:6]([CH3:18])([CH2:7][CH2:8][C:9]1[O:10][C:11]([C:14]#[C:15][CH2:16][O:33][C:27]2[CH:28]=[CH:29][C:30]([O:31][CH3:32])=[C:25]([O:24][CH3:23])[CH:26]=2)=[CH:12][CH:13]=1)[CH2:5][OH:4], predict the reactants needed to synthesize it. The reactants are: C([O:4][CH2:5][C@@:6]([NH:19]C(=O)C)([CH3:18])[CH2:7][CH2:8][C:9]1[O:10][C:11]([C:14]#[C:15][CH2:16]Br)=[CH:12][CH:13]=1)(=O)C.[CH3:23][O:24][C:25]1[CH:26]=[C:27]([OH:33])[CH:28]=[CH:29][C:30]=1[O:31][CH3:32].[C:34]([OH:39])(=[O:38])[C:35]([OH:37])=[O:36].N[C@](C)(CCC1OC(C#CCOC2C=CC(Cl)=CC=2)=CC=1)CO. (2) Given the product [CH2:42]([O:41][C:39](=[O:40])[C:31]1[CH:32]=[C:33]([O:8][C:6]2[CH:5]=[CH:4][C:3]([CH:9]([CH3:28])[C:10]([OH:15])([C:16]3[CH:17]=[CH:18][C:19]4[O:24][CH2:23][C:22](=[O:25])[N:21]([CH3:26])[C:20]=4[CH:27]=3)[C:11]([F:12])([F:13])[F:14])=[C:2]([Cl:1])[CH:7]=2)[CH:34]=[CH:35][C:30]=1[Cl:29])[CH3:43], predict the reactants needed to synthesize it. The reactants are: [Cl:1][C:2]1[CH:7]=[C:6]([OH:8])[CH:5]=[CH:4][C:3]=1[CH:9]([CH3:28])[C:10]([C:16]1[CH:17]=[CH:18][C:19]2[O:24][CH2:23][C:22](=[O:25])[N:21]([CH3:26])[C:20]=2[CH:27]=1)([OH:15])[C:11]([F:14])([F:13])[F:12].[Cl:29][C:30]1[CH:35]=[CH:34][C:33](B(O)O)=[CH:32][C:31]=1[C:39]([O:41][CH2:42][CH3:43])=[O:40].